From a dataset of CYP3A4 inhibition data for predicting drug metabolism from PubChem BioAssay. Regression/Classification. Given a drug SMILES string, predict its absorption, distribution, metabolism, or excretion properties. Task type varies by dataset: regression for continuous measurements (e.g., permeability, clearance, half-life) or binary classification for categorical outcomes (e.g., BBB penetration, CYP inhibition). Dataset: cyp3a4_veith. (1) The drug is NC(=NCCC[C@H](N)C(=O)O)N[N+](=O)[O-]. The result is 0 (non-inhibitor). (2) The molecule is CC(=O)N1CCC2(CCCN(c3ncccn3)C2)CC1. The result is 0 (non-inhibitor). (3) The drug is N#C/C(=C\c1ccc(O)c(O)c1)C(=O)c1ccc(O)c(O)c1. The result is 1 (inhibitor). (4) The molecule is CS(=O)(=O)c1ccc(CNC(=O)[C@H]2C[C@@H]2[C@H](NP(=O)(c2ccccc2)c2ccccc2)c2ccccc2)cc1. The result is 1 (inhibitor). (5) The drug is CCNc1ncc2nc(-c3ccc(OC)cc3)c(=O)n(CCc3ccccc3)c2n1. The result is 0 (non-inhibitor). (6) The compound is O=C(/C=C/c1ccc(Cl)cc1)NCCSc1ccccc1. The result is 0 (non-inhibitor).